Dataset: Reaction yield outcomes from USPTO patents with 853,638 reactions. Task: Predict the reaction yield, written as a fraction of the theoretical maximum amount of product (1.0 means a 100% yield; for example, 0.34 means a 34% yield). (1) The reactants are [O:1]1[C:5]2[CH:6]=[CH:7][C:8]([C:10]3[CH:11]=[C:12]4[C:17](=[CH:18][CH:19]=3)[NH:16][C:15](=O)[CH:14]=[C:13]4[C:21](O)=[O:22])=[CH:9][C:4]=2[O:3][CH2:2]1.[Cl-:24].C(N(C(C)C)CC)(C)C.[N:34]1([CH2:39][C@@H:40]2[CH2:44][CH2:43][CH2:42][NH:41]2)[CH2:38][CH2:37][CH2:36][CH2:35]1. The catalyst is C(Cl)Cl. The product is [O:1]1[C:5]2[CH:6]=[CH:7][C:8]([C:10]3[CH:11]=[C:12]4[C:17](=[CH:18][CH:19]=3)[N:16]=[C:15]([Cl:24])[CH:14]=[C:13]4[C:21]([N:41]3[CH2:42][CH2:43][CH2:44][CH:40]3[CH2:39][N:34]3[CH2:38][CH2:37][CH2:36][CH2:35]3)=[O:22])=[CH:9][C:4]=2[O:3][CH2:2]1. The yield is 0.810. (2) The reactants are [CH2:1]([C@H:8]1[NH:13][C:12](=O)[CH2:11][N:10]([C:15]2[CH:20]=[CH:19][C:18]([O:21][CH3:22])=[C:17]([O:23][CH:24]3[CH2:28][CH2:27][CH2:26][CH2:25]3)[CH:16]=2)[CH2:9]1)[C:2]1[CH:7]=[CH:6][CH:5]=[CH:4][CH:3]=1.[H-].[Al+3].[Li+].[H-].[H-].[H-]. The catalyst is C1COCC1. The product is [CH2:1]([C@H:8]1[NH:13][CH2:12][CH2:11][N:10]([C:15]2[CH:20]=[CH:19][C:18]([O:21][CH3:22])=[C:17]([O:23][CH:24]3[CH2:28][CH2:27][CH2:26][CH2:25]3)[CH:16]=2)[CH2:9]1)[C:2]1[CH:3]=[CH:4][CH:5]=[CH:6][CH:7]=1. The yield is 0.650. (3) The reactants are [CH3:1][N:2]1[C:10]2[C:5](=[CH:6][CH:7]=[CH:8][CH:9]=2)[CH:4]=[C:3]1[C:11]([OH:13])=O.[NH2:14][C@H:15]([C:20]([NH:22][C@H:23]([CH:36]=[O:37])[CH2:24][C:25](=[N:31][NH:32][C:33]([NH2:35])=[O:34])[O:26][C:27]([CH3:30])([CH3:29])[CH3:28])=[O:21])[CH2:16][CH:17]([CH3:19])[CH3:18].CCN=C=NCCCN(C)C.CCOCC. The catalyst is C(Cl)Cl.CN(C1C=CN=CC=1)C. The product is [CH3:1][N:2]1[C:10]2[C:5](=[CH:6][CH:7]=[CH:8][CH:9]=2)[CH:4]=[C:3]1[C:11]([NH:14][C@H:15]([C:20]([NH:22][C@H:23]([CH:36]=[O:37])[CH2:24][C:25](=[N:31][NH:32][C:33]([NH2:35])=[O:34])[O:26][C:27]([CH3:29])([CH3:28])[CH3:30])=[O:21])[CH2:16][CH:17]([CH3:18])[CH3:19])=[O:13]. The yield is 0.800. (4) The reactants are [CH2:1]([O:3][C:4](=[O:28])[CH:5]=[CH:6][C:7]1[CH:12]=[CH:11][C:10]([CH2:13]NC(=O)C2C=CC(N3CCCC3)=CC=2)=[CH:9][CH:8]=1)[CH3:2].OCC1C=CC(C[S:38]([NH:41][C:42]2[CH:43]=[N:44][CH:45]=[CH:46][CH:47]=2)(=[O:40])=[O:39])=CC=1. No catalyst specified. The product is [CH2:1]([O:3][C:4](=[O:28])[CH:5]=[CH:6][C:7]1[CH:8]=[CH:9][C:10]([CH2:13][S:38](=[O:40])(=[O:39])[NH:41][C:42]2[CH:43]=[N:44][CH:45]=[CH:46][CH:47]=2)=[CH:11][CH:12]=1)[CH3:2]. The yield is 0.530. (5) The reactants are [CH3:1][C:2]1[O:6][C:5]([C:7]2[CH:12]=[CH:11][CH:10]=[CH:9][CH:8]=2)=[N:4][C:3]=1[CH2:13][O:14][C:15]1[CH:22]=[CH:21][C:18]([CH:19]=[O:20])=[CH:17][CH:16]=1.O1CCCC1.[BH4-].[Na+].O. The catalyst is CO. The product is [CH3:1][C:2]1[O:6][C:5]([C:7]2[CH:8]=[CH:9][CH:10]=[CH:11][CH:12]=2)=[N:4][C:3]=1[CH2:13][O:14][C:15]1[CH:16]=[CH:17][C:18]([CH2:19][OH:20])=[CH:21][CH:22]=1. The yield is 0.980. (6) The reactants are Br[CH2:2][C:3]([C:5]1[C:6]([CH:29]2[CH2:32][CH2:31][CH2:30]2)=[CH:7][C:8]([CH3:28])=[C:9]([CH:27]=1)[C:10]([N:12]1[CH2:17][CH2:16][C:15]([C:19]2[CH:26]=[CH:25][C:22]([C:23]#[N:24])=[CH:21][CH:20]=2)([F:18])[CH2:14][CH2:13]1)=[O:11])=O.Cl.[C:34](=[NH:37])([NH2:36])[CH3:35].C(=O)([O-])[O-].[K+].[K+]. The catalyst is CC#N. The product is [CH:29]1([C:6]2[C:5]([C:3]3[NH:37][C:34]([CH3:35])=[N:36][CH:2]=3)=[CH:27][C:9]([C:10]([N:12]3[CH2:13][CH2:14][C:15]([C:19]4[CH:20]=[CH:21][C:22]([C:23]#[N:24])=[CH:25][CH:26]=4)([F:18])[CH2:16][CH2:17]3)=[O:11])=[C:8]([CH3:28])[CH:7]=2)[CH2:30][CH2:31][CH2:32]1. The yield is 0.350. (7) The reactants are [C:1]([O:5][C:6]([NH:8][C:9]1[O:17][C:16]2[C:11](=[N:12][CH:13]=[C:14]([CH:18]3[CH2:21][CH2:20][CH2:19]3)[CH:15]=2)[C:10]=1[C:22]([O:24]CC)=[O:23])=[O:7])([CH3:4])([CH3:3])[CH3:2].O[Li].O.Cl. The catalyst is C1COCC1.CO.CCOC(C)=O.O. The product is [C:1]([O:5][C:6]([NH:8][C:9]1[O:17][C:16]2[C:11](=[N:12][CH:13]=[C:14]([CH:18]3[CH2:19][CH2:20][CH2:21]3)[CH:15]=2)[C:10]=1[C:22]([OH:24])=[O:23])=[O:7])([CH3:4])([CH3:2])[CH3:3]. The yield is 1.00. (8) The reactants are [NH2:1][C:2]1[NH:6][N:5]=[CH:4][C:3]=1[C:7]#[N:8].[CH2:9]([O:11][C:12](OCC)(OCC)[CH3:13])[CH3:10]. The catalyst is CC(O)=O.CC#N. The product is [C:7]([C:3]1[CH:4]=[N:5][NH:6][C:2]=1/[N:1]=[C:9](/[O:11][CH2:12][CH3:13])\[CH3:10])#[N:8]. The yield is 0.220. (9) The reactants are [C:1]([O:5][C:6](=[O:31])[CH2:7][O:8][C:9]1[C:17]([CH2:18]Cl)=[C:16]2[C:12]([CH:13]=[N:14][N:15]2[CH2:20][C@H:21]([O:23][Si:24]([C:27]([CH3:30])([CH3:29])[CH3:28])([CH3:26])[CH3:25])[CH3:22])=[CH:11][CH:10]=1)([CH3:4])([CH3:3])[CH3:2].[H-].[Na+].C(=O)(O)[O-].[Na+]. The catalyst is CN1CCCC1=O. The product is [C:1]([O:5][C:6]([CH:7]1[O:8][C:9]2=[CH:10][CH:11]=[C:12]3[C:16]([N:15]([CH2:20][C@H:21]([O:23][Si:24]([C:27]([CH3:30])([CH3:29])[CH3:28])([CH3:26])[CH3:25])[CH3:22])[N:14]=[CH:13]3)=[C:17]2[CH2:18]1)=[O:31])([CH3:4])([CH3:3])[CH3:2]. The yield is 0.180. (10) The reactants are [C:1]([OH:7])(=O)[CH2:2][CH2:3][CH2:4][CH3:5].C(Cl)(=O)C(Cl)=O.[CH:14]([C@H:17]1[CH2:21][O:20][C:19](=[O:22])[NH:18]1)([CH3:16])[CH3:15].[Li]CCCC. The catalyst is C(Cl)Cl.CN(C=O)C.C1COCC1.O. The product is [CH:14]([C@H:17]1[CH2:21][O:20][C:19](=[O:22])[N:18]1[C:1](=[O:7])[CH2:2][CH2:3][CH2:4][CH3:5])([CH3:16])[CH3:15]. The yield is 0.520.